This data is from Forward reaction prediction with 1.9M reactions from USPTO patents (1976-2016). The task is: Predict the product of the given reaction. (1) Given the reactants [Cl:1][CH2:2][C:3]([O-:5])=O.[Na+].[Cl-].[Mg+2].[Cl-].[Cl-].C([N-:14][CH:15](C)C)(C)C.[Mg+2].C([NH:22]C(C)C)(C)C.[CH2:26]([Mg]Cl)[CH2:27][CH2:28][CH3:29].Cl.C1C[O:36][CH2:35][CH2:34]1, predict the reaction product. The product is: [Cl:1][CH2:2][C:3]([C:27]1[CH:28]=[CH:29][C:15]([NH:14][C:35](=[O:36])[CH3:34])=[N:22][CH:26]=1)=[O:5]. (2) Given the reactants [CH3:1][O:2][C:3]1[CH:4]=[C:5]2[C:10](=[CH:11][C:12]=1[O:13][CH3:14])[N:9]=[CH:8][CH:7]=[C:6]2[O:15][C:16]1[CH:17]=[C:18]2[C:23](=[CH:24][CH:25]=1)[CH:22]=[C:21]([NH:26]C(OCC1C=CC=CC=1)=O)[CH:20]=[CH:19]2, predict the reaction product. The product is: [CH3:1][O:2][C:3]1[CH:4]=[C:5]2[C:10](=[CH:11][C:12]=1[O:13][CH3:14])[N:9]=[CH:8][CH:7]=[C:6]2[O:15][C:16]1[CH:17]=[C:18]2[C:23](=[CH:24][CH:25]=1)[CH:22]=[C:21]([NH2:26])[CH:20]=[CH:19]2. (3) Given the reactants CN[C:3]1[C:4]([NH2:12])=CC=[C:7]([N+:9]([O-:11])=[O:10])[CH:8]=1.[CH2:13]([N:15]([CH2:18]C)[CH2:16][CH3:17])C.[OH2:20].Cl, predict the reaction product. The product is: [CH3:18][N:15]1[C:16]2[CH:17]=[C:7]([N+:9]([O-:11])=[O:10])[CH:8]=[CH:3][C:4]=2[NH:12][C:13]1=[O:20]. (4) Given the reactants [CH2:1]([NH:8][C:9]1[CH:10]=[C:11]2[C:16](=[CH:17][CH:18]=1)[CH:15]=[C:14]([C:19]([NH:21][C@H:22]([C:30]([O:32]C)=[O:31])[CH2:23][C:24]1[CH:29]=[CH:28][CH:27]=[CH:26][CH:25]=1)=[O:20])[CH:13]=[CH:12]2)[C:2]1[CH:7]=[CH:6][CH:5]=[CH:4][CH:3]=1.O.[OH-].[Li+].Cl, predict the reaction product. The product is: [CH2:1]([NH:8][C:9]1[CH:10]=[C:11]2[C:16](=[CH:17][CH:18]=1)[CH:15]=[C:14]([C:19]([NH:21][C@H:22]([C:30]([OH:32])=[O:31])[CH2:23][C:24]1[CH:29]=[CH:28][CH:27]=[CH:26][CH:25]=1)=[O:20])[CH:13]=[CH:12]2)[C:2]1[CH:3]=[CH:4][CH:5]=[CH:6][CH:7]=1. (5) The product is: [Cl:1][C:2]1[CH:15]=[CH:14][C:5]([CH2:6][OH:7])=[C:4]([O:16][C@H:17]([CH2:19][CH:20]=[CH2:21])[CH3:18])[CH:3]=1. Given the reactants [Cl:1][C:2]1[CH:15]=[CH:14][C:5]([C:6](OC(CC=C)C)=[O:7])=[C:4]([O:16][C@H:17]([CH2:19][CH:20]=[CH2:21])[CH3:18])[CH:3]=1.[H-].[Al+3].[Li+].[H-].[H-].[H-], predict the reaction product.